The task is: Predict the reactants needed to synthesize the given product.. This data is from Full USPTO retrosynthesis dataset with 1.9M reactions from patents (1976-2016). (1) Given the product [Br:11][CH:6]1[CH2:7][CH2:8][C:9]2[NH:1][N:2]=[CH:3][C:4]=2[C:5]1=[O:10], predict the reactants needed to synthesize it. The reactants are: [NH:1]1[C:9]2[CH2:8][CH2:7][CH2:6][C:5](=[O:10])[C:4]=2[CH:3]=[N:2]1.[Br-:11].[Li+]. (2) Given the product [ClH:1].[Cl:1][C:2]1[CH:3]=[C:4]2[C:9](=[C:10]([Cl:12])[CH:11]=1)[CH2:8][N:7]([CH3:13])[CH2:6][CH:5]2[C:14]1[CH:19]=[CH:18][CH:17]=[CH:16][C:15]=1[NH:20][C:21](=[O:32])[C@H:22]([OH:31])[C@@H:23]([OH:30])[C@H:24]([OH:29])[C@H:25]([OH:28])[CH2:26][OH:27], predict the reactants needed to synthesize it. The reactants are: [Cl:1][C:2]1[CH:3]=[C:4]2[C:9](=[C:10]([Cl:12])[CH:11]=1)[CH2:8][N:7]([CH3:13])[CH2:6][CH:5]2[C:14]1[CH:19]=[CH:18][CH:17]=[CH:16][C:15]=1[NH:20][C:21](=[O:32])[C@H:22]([OH:31])[C@@H:23]([OH:30])[C@H:24]([OH:29])[C@H:25]([OH:28])[CH2:26][OH:27].Cl. (3) Given the product [CH3:45][O:1][CH2:2][C@H:3]1[CH2:8][N:7]([C:9]([C:11]2[CH:20]=[CH:19][C:18]3[C:13](=[CH:14][CH:15]=[C:16]([O:21][C:22]4[CH:27]=[CH:26][C:25]([C:28]([F:31])([F:29])[F:30])=[CH:24][N:23]=4)[CH:17]=3)[N:12]=2)=[O:10])[CH2:6][CH2:5][N:4]1[C:32]([O:34][C:35]([CH3:38])([CH3:37])[CH3:36])=[O:33], predict the reactants needed to synthesize it. The reactants are: [OH:1][CH2:2][C@H:3]1[CH2:8][N:7]([C:9]([C:11]2[CH:20]=[CH:19][C:18]3[C:13](=[CH:14][CH:15]=[C:16]([O:21][C:22]4[CH:27]=[CH:26][C:25]([C:28]([F:31])([F:30])[F:29])=[CH:24][N:23]=4)[CH:17]=3)[N:12]=2)=[O:10])[CH2:6][CH2:5][N:4]1[C:32]([O:34][C:35]([CH3:38])([CH3:37])[CH3:36])=[O:33].[OH-].[Na+].S(OC)(O[CH3:45])(=O)=O. (4) Given the product [CH3:1][CH:2]1[CH2:6][CH2:5][CH2:4][N:3]1[CH2:7][CH2:8][CH2:9][O:10][C:11]1[CH:16]=[CH:15][C:14]([C:17]2[S:18][C:19]3[CH2:25][CH2:24][CH:23]([NH:26][C:34](=[O:36])[CH3:35])[CH2:22][C:20]=3[N:21]=2)=[CH:13][CH:12]=1, predict the reactants needed to synthesize it. The reactants are: [CH3:1][CH:2]1[CH2:6][CH2:5][CH2:4][N:3]1[CH2:7][CH2:8][CH2:9][O:10][C:11]1[CH:16]=[CH:15][C:14]([C:17]2[S:18][C:19]3[CH2:25][CH2:24][CH:23]([NH2:26])[CH2:22][C:20]=3[N:21]=2)=[CH:13][CH:12]=1.C(N(CC)CC)C.[C:34](Cl)(=[O:36])[CH3:35]. (5) Given the product [OH:23][C:24]12[C:35]3[C:30](=[C:31]([N:11]4[CH2:12][CH2:13][N:8]([CH2:7][C:6]5[CH:5]=[CH:4][C:3]([O:2][CH3:1])=[CH:15][CH:14]=5)[CH2:9][CH2:10]4)[CH:32]=[CH:33][CH:34]=3)[C:29](=[O:37])[C:28]1([OH:38])[C:27]1[CH:39]=[CH:40][C:41]([CH:43]([CH3:45])[CH3:44])=[CH:42][C:26]=1[O:25]2, predict the reactants needed to synthesize it. The reactants are: [CH3:1][O:2][C:3]1[CH:15]=[CH:14][C:6]([CH2:7][N:8]2[CH2:13][CH2:12][NH:11][CH2:10][CH2:9]2)=[CH:5][CH:4]=1.C(N(CC)CC)C.[OH:23][C:24]12[C:35]3[C:30](=[C:31](F)[CH:32]=[CH:33][CH:34]=3)[C:29](=[O:37])[C:28]1([OH:38])[C:27]1[CH:39]=[CH:40][C:41]([CH:43]([CH3:45])[CH3:44])=[CH:42][C:26]=1[O:25]2. (6) Given the product [Br:18][CH2:16][C:15]([C:7]1[CH:8]=[C:9]([C:11]([O:55][CH3:52])([CH3:13])[CH3:12])[CH:10]=[C:5]([C:1]([CH3:4])([CH3:3])[CH3:2])[CH:6]=1)=[O:17], predict the reactants needed to synthesize it. The reactants are: [C:1]([C:5]1[CH:6]=[C:7]([C:15](=[O:17])[CH3:16])[CH:8]=[C:9]([C:11](O)([CH3:13])[CH3:12])[CH:10]=1)([CH3:4])([CH3:3])[CH3:2].[Br-:18].[Br-].[Br-].C1([N+](C)(C)C)C=CC=CC=1.C1([N+](C)(C)C)C=CC=CC=1.C1([N+](C)(C)C)C=CC=CC=1.O.[C:52](=[O:55])([O-])O.[Na+]. (7) Given the product [O:23]1[C:19]([C:16]2[CH:17]=[CH:18][C:13]([NH:12][C:10]3[N:11]=[C:6]([N:5]([C:35]4[CH:36]=[CH:37][CH:38]=[CH:39][CH:40]=4)[CH2:4][CH2:3][OH:2])[C:7]4[CH2:27][NH:26][CH2:25][CH2:24][C:8]=4[N:9]=3)=[CH:14][CH:15]=2)=[CH:20][N:21]=[CH:22]1, predict the reactants needed to synthesize it. The reactants are: Cl.[OH:2][CH2:3][CH2:4][N:5]([C:35]1[CH:40]=[CH:39][CH:38]=[CH:37][CH:36]=1)[C:6]1[C:7]2[CH2:27][N:26](C(OC(C)(C)C)=O)[CH2:25][CH2:24][C:8]=2[N:9]=[C:10]([NH:12][C:13]2[CH:18]=[CH:17][C:16]([C:19]3[O:23][CH:22]=[N:21][CH:20]=3)=[CH:15][CH:14]=2)[N:11]=1.O.